From a dataset of Forward reaction prediction with 1.9M reactions from USPTO patents (1976-2016). Predict the product of the given reaction. (1) Given the reactants [CH3:1][O:2][C:3]1[CH:8]=[CH:7][CH:6]=[CH:5][C:4]=1[NH:9][C:10](=[O:27])[NH:11][C:12]1[CH:17]=[CH:16][C:15]([CH2:18][C:19]([O:21]C(C)(C)C)=[O:20])=[CH:14][C:13]=1[CH3:26].FC(F)(F)C(O)=O, predict the reaction product. The product is: [CH3:1][O:2][C:3]1[CH:8]=[CH:7][CH:6]=[CH:5][C:4]=1[NH:9][C:10](=[O:27])[NH:11][C:12]1[CH:17]=[CH:16][C:15]([CH2:18][C:19]([OH:21])=[O:20])=[CH:14][C:13]=1[CH3:26]. (2) Given the reactants [CH3:1][CH:2]1[C:11]2[C:6](=[CH:7][CH:8]=[CH:9][CH:10]=2)[CH2:5][CH2:4][C:3]1=O.C([O:16][CH2:17][CH:18]=[CH2:19])(=O)C.C(=O)([O-])[O-].[Cs+].[Cs+].[Cl-].[NH4+], predict the reaction product. The product is: [CH2:3]([C:2]1([CH3:1])[C:11]2[C:6](=[CH:7][CH:8]=[CH:9][CH:10]=2)[CH2:16][CH2:17][C:18]1=[O:19])[CH:4]=[CH2:5]. (3) Given the reactants C([O:5][C:6](=[O:39])[CH2:7][N:8]1[C:12]2[CH:13]=[CH:14][C:15]([N:17]([CH2:28][C:29]3[CH:34]=[CH:33][C:32]([Cl:35])=[CH:31][CH:30]=3)[S:18]([C:21]3[CH:26]=[CH:25][C:24]([F:27])=[CH:23][CH:22]=3)(=[O:20])=[O:19])=[CH:16][C:11]=2[N:10]=[C:9]1[CH2:36][CH2:37][CH3:38])(C)(C)C.C(O)(C(F)(F)F)=O, predict the reaction product. The product is: [Cl:35][C:32]1[CH:31]=[CH:30][C:29]([CH2:28][N:17]([S:18]([C:21]2[CH:22]=[CH:23][C:24]([F:27])=[CH:25][CH:26]=2)(=[O:20])=[O:19])[C:15]2[CH:14]=[CH:13][C:12]3[N:8]([CH2:7][C:6]([OH:39])=[O:5])[C:9]([CH2:36][CH2:37][CH3:38])=[N:10][C:11]=3[CH:16]=2)=[CH:34][CH:33]=1. (4) Given the reactants [O:1]1[CH2:6][CH:5](O)[CH2:4][O:3][CH2:2]1.[N+](=[CH:10][C:11]([O:13][CH2:14][CH3:15])=[O:12])=[N-], predict the reaction product. The product is: [CH2:14]([O:13][C:11](=[O:12])[CH2:10][CH:5]1[CH2:6][O:1][CH2:2][O:3][CH2:4]1)[CH3:15]. (5) The product is: [C:1]([O:5][C:6]([C@@:8]1([NH:9][C:22]([O:24][C:25]([CH3:28])([CH3:27])[CH3:26])=[O:23])[CH2:14][C@@:13]1([CH2:12][OH:11])[C:15]1[CH:20]=[CH:19][CH:18]=[CH:17][CH:16]=1)=[O:7])([CH3:3])([CH3:4])[CH3:2]. Given the reactants [C:1]([O:5][C:6]([C@@:8]12[CH2:14][C@:13]1([C:15]1[CH:20]=[CH:19][CH:18]=[CH:17][CH:16]=1)[CH2:12][O:11]C(=O)[N:9]2[C:22]([O:24][C:25]([CH3:28])([CH3:27])[CH3:26])=[O:23])=[O:7])([CH3:4])([CH3:3])[CH3:2].C(=O)([O-])[O-].[Cs+].[Cs+], predict the reaction product. (6) Given the reactants S(Cl)([Cl:3])=O.N1C=CC=CC=1.[Cl:11][C:12]1[CH:17]=[CH:16][C:15]([CH:18](O)[CH2:19][C:20]2[CH:25]=[CH:24][C:23]([Cl:26])=[CH:22][CH:21]=2)=[CH:14][CH:13]=1, predict the reaction product. The product is: [Cl:26][C:23]1[CH:24]=[CH:25][C:20]([CH2:19][CH:18]([Cl:3])[C:15]2[CH:16]=[CH:17][C:12]([Cl:11])=[CH:13][CH:14]=2)=[CH:21][CH:22]=1.